Dataset: Reaction yield outcomes from USPTO patents with 853,638 reactions. Task: Predict the reaction yield, written as a fraction of the theoretical maximum amount of product (1.0 means a 100% yield; for example, 0.34 means a 34% yield). The reactants are [Br:1][C:2]1[C:3]([NH2:22])=[N:4][CH:5]=[C:6]([C:8]2[CH:13]=[CH:12][C:11]([O:14][Si:15]([C:18]([CH3:21])([CH3:20])[CH3:19])([CH3:17])[CH3:16])=[CH:10][CH:9]=2)[N:7]=1.[Si:23]([O:30][C:31]1[CH:36]=[CH:35][C:34]([CH2:37][C:38](Cl)=[O:39])=[CH:33][CH:32]=1)([C:26]([CH3:29])([CH3:28])[CH3:27])([CH3:25])[CH3:24].O. The catalyst is CN(C)C1C=CN=CC=1.N1C=CC=CC=1. The product is [Br:1][C:2]1[C:3]([NH:22][C:38](=[O:39])[CH2:37][C:34]2[CH:33]=[CH:32][C:31]([O:30][Si:23]([C:26]([CH3:28])([CH3:27])[CH3:29])([CH3:24])[CH3:25])=[CH:36][CH:35]=2)=[N:4][CH:5]=[C:6]([C:8]2[CH:9]=[CH:10][C:11]([O:14][Si:15]([C:18]([CH3:19])([CH3:21])[CH3:20])([CH3:16])[CH3:17])=[CH:12][CH:13]=2)[N:7]=1. The yield is 0.589.